Dataset: Hepatocyte clearance measurements from AstraZeneca. Task: Regression/Classification. Given a drug SMILES string, predict its absorption, distribution, metabolism, or excretion properties. Task type varies by dataset: regression for continuous measurements (e.g., permeability, clearance, half-life) or binary classification for categorical outcomes (e.g., BBB penetration, CYP inhibition). For this dataset (clearance_hepatocyte_az), we predict log10(clearance) (log10 of the in vitro intrinsic clearance, CLint, in uL/min per 10^6 hepatocytes; values are censored to the assay range of 3 to 150, which is 0.477 to 2.18 on this log10 scale). (1) The drug is CN(C)N(C)C(=O)[C@@]1(Cc2ccccc2)CCCN(C(=O)[C@@H](Cc2c[nH]c3ccccc23)NC(=O)C(C)(C)N)C1. The log10(clearance) is 0.950. (2) The molecule is CCC[C@H]1CN(Cc2cc(Cl)ccc2OCC(=O)O)CCN1S(=O)(=O)c1ccccc1. The log10(clearance) is 1.00.